This data is from Reaction yield outcomes from USPTO patents with 853,638 reactions. The task is: Predict the reaction yield, written as a fraction of the theoretical maximum amount of product (1.0 means a 100% yield; for example, 0.34 means a 34% yield). (1) The reactants are [Cl:1][C:2]1[CH:7]=[C:6]([Cl:8])[CH:5]=[CH:4][C:3]=1[C:9]1[N:10]=[C:11](/[CH:14]=[CH:15]/[C:16]2[CH:21]=[CH:20][C:19]([C:22]3[CH:27]=[CH:26][C:25]([O:28][CH3:29])=[CH:24][CH:23]=3)=[CH:18][CH:17]=2)[NH:12][CH:13]=1.Br[CH2:31][CH2:32][CH2:33][C:34]([O:36]C)=[O:35]. No catalyst specified. The product is [C:34]([CH2:33][CH2:32][CH2:29][O:28][C:25]1[CH:24]=[CH:23][C:22]([C:19]2[CH:20]=[CH:21][C:16](/[CH:15]=[CH:14]/[C:11]3[N:12]([CH2:31][CH2:32][CH2:33][C:34]([OH:36])=[O:35])[CH:13]=[C:9]([C:3]4[CH:4]=[CH:5][C:6]([Cl:8])=[CH:7][C:2]=4[Cl:1])[N:10]=3)=[CH:17][CH:18]=2)=[CH:27][CH:26]=1)([OH:36])=[O:35]. The yield is 0.270. (2) The reactants are [Cl:1][C:2]1[CH:7]=[CH:6][C:5]([C:8]2[S:9][C:10]([CH2:14][NH:15][C:16]([CH:18]3[O:23][CH2:22][CH2:21][NH:20][CH2:19]3)=[O:17])=[C:11]([CH3:13])[N:12]=2)=[CH:4][CH:3]=1.I[C:25]1[CH:34]=[CH:33][CH:32]=[CH:31][C:26]=1[C:27]([O:29][CH3:30])=[O:28]. No catalyst specified. The product is [Cl:1][C:2]1[CH:3]=[CH:4][C:5]([C:8]2[S:9][C:10]([CH2:14][NH:15][C:16]([CH:18]3[O:23][CH2:22][CH2:21][N:20]([C:25]4[CH:34]=[CH:33][CH:32]=[CH:31][C:26]=4[C:27]([O:29][CH3:30])=[O:28])[CH2:19]3)=[O:17])=[C:11]([CH3:13])[N:12]=2)=[CH:6][CH:7]=1. The yield is 0.860. (3) The reactants are [F:1][C:2]1[CH:3]=[C:4]([C:10]2[N:19]=[C:18]([C:20](O)=[O:21])[C:17]3[C:12](=[CH:13][CH:14]=[C:15]([O:23][CH3:24])[CH:16]=3)[N:11]=2)[CH:5]=[CH:6][C:7]=1[O:8][CH3:9].Cl.Cl.[NH2:27][CH:28]([CH2:31][C:32]1[C:36]2[CH:37]=[N:38][CH:39]=[CH:40][C:35]=2[NH:34][CH:33]=1)[CH2:29][OH:30].C1C=CC2N(O)N=NC=2C=1.CCN=C=NCCCN(C)C. The catalyst is CN(C=O)C.O.C(N(CC)CC)C. The product is [OH:30][CH2:29][CH:28]([NH:27][C:20]([C:18]1[C:17]2[C:12](=[CH:13][CH:14]=[C:15]([O:23][CH3:24])[CH:16]=2)[N:11]=[C:10]([C:4]2[CH:5]=[CH:6][C:7]([O:8][CH3:9])=[C:2]([F:1])[CH:3]=2)[N:19]=1)=[O:21])[CH2:31][C:32]1[C:36]2[CH:37]=[N:38][CH:39]=[CH:40][C:35]=2[NH:34][CH:33]=1. The yield is 0.0300. (4) The yield is 0.720. The reactants are [Cl:1][C:2]1[CH:7]=[CH:6][N:5]=[CH:4][C:3]=1[NH:8][C:9]([N:11]1[CH2:16][CH2:15][N:14]([CH2:17][C:18]2[CH:28]=[CH:27][C:21]3[O:22][C:23]([F:26])([F:25])[O:24][C:20]=3[CH:19]=2)[CH2:13][CH2:12]1)=[O:10].[ClH:29]. The product is [ClH:1].[ClH:29].[Cl:1][C:2]1[CH:7]=[CH:6][N:5]=[CH:4][C:3]=1[NH:8][C:9]([N:11]1[CH2:16][CH2:15][N:14]([CH2:17][C:18]2[CH:28]=[CH:27][C:21]3[O:22][C:23]([F:26])([F:25])[O:24][C:20]=3[CH:19]=2)[CH2:13][CH2:12]1)=[O:10]. The catalyst is C(O)C. (5) The reactants are [Br:1][C:2]1[C:3]([N:16]([CH3:21])[S:17]([CH3:20])(=[O:19])=[O:18])=[CH:4][C:5]2[O:9][C:8](I)=[C:7]([C:11]([NH:13][CH3:14])=[O:12])[C:6]=2[CH:15]=1.[CH3:22][C:23]1[S:24][CH:25]=[CH:26][N:27]=1.C([O-])([O-])=O.[Na+].[Na+]. The catalyst is CN(C=O)C.C1C=CC(P(C2C=CC=CC=2)[C-]2C=CC=C2)=CC=1.C1C=CC(P(C2C=CC=CC=2)[C-]2C=CC=C2)=CC=1.Cl[Pd]Cl.[Fe+2]. The product is [Br:1][C:2]1[C:3]([N:16]([CH3:21])[S:17]([CH3:20])(=[O:19])=[O:18])=[CH:4][C:5]2[O:9][C:8]([C:25]3[S:24][C:23]([CH3:22])=[N:27][CH:26]=3)=[C:7]([C:11]([NH:13][CH3:14])=[O:12])[C:6]=2[CH:15]=1. The yield is 0.420. (6) The product is [C:15]([O:19][C:20](=[O:35])[NH:21][C@H:22]([C:26]([N:28]1[CH2:33][CH2:32][CH:31]([O:34][C:41]2[CH:40]=[N:39][C:38]([C:37]([F:46])([F:45])[F:36])=[CH:43][CH:42]=2)[CH2:30][CH2:29]1)=[O:27])[CH:23]([CH3:25])[CH3:24])([CH3:17])([CH3:18])[CH3:16]. The reactants are N(C(OC(C)C)=O)=NC(OC(C)C)=O.[C:15]([O:19][C:20](=[O:35])[NH:21][C@H:22]([C:26]([N:28]1[CH2:33][CH2:32][CH:31]([OH:34])[CH2:30][CH2:29]1)=[O:27])[CH:23]([CH3:25])[CH3:24])([CH3:18])([CH3:17])[CH3:16].[F:36][C:37]([F:46])([F:45])[C:38]1[CH:43]=[CH:42][C:41](O)=[CH:40][N:39]=1.C1(P(C2C=CC=CC=2)C2C=CC=CC=2)C=CC=CC=1. The yield is 0.750. The catalyst is C1(C)C=CC=CC=1. (7) The reactants are [C:1]([NH:5][C:6]1[C:7]([CH3:27])=[N:8][C:9]2[C:14]([N:15]=1)=[C:13]([C:16]1[NH:20][C:19]([CH:21]3[CH2:23][CH2:22]3)=[C:18]([C:24]([OH:26])=O)[CH:17]=1)[CH:12]=[CH:11][CH:10]=2)([CH3:4])([CH3:3])[CH3:2].CC[N:30](C(C)C)C(C)C.N.CN(C(ON1N=NC2C=CC=NC1=2)=[N+](C)C)C.F[P-](F)(F)(F)(F)F. The catalyst is CN(C=O)C.C(Cl)Cl. The product is [C:1]([NH:5][C:6]1[C:7]([CH3:27])=[N:8][C:9]2[C:14]([N:15]=1)=[C:13]([C:16]1[NH:20][C:19]([CH:21]3[CH2:22][CH2:23]3)=[C:18]([C:24]([NH2:30])=[O:26])[CH:17]=1)[CH:12]=[CH:11][CH:10]=2)([CH3:2])([CH3:4])[CH3:3]. The yield is 0.190. (8) The catalyst is C1(C)C=CC=CC=1. The reactants are [O:1]=[C:2]1[NH:6][C@H:5]([C:7]2[CH:12]=[CH:11][CH:10]=[C:9]([C:13]#[C:14][C:15]3[CH:20]=[CH:19][CH:18]=[CH:17][CH:16]=3)[CH:8]=2)[C@@H:4]([C:21]#[N:22])[O:3]1.Cl.C(N(CC)CC)C.[N-:31]=[N+:32]=[N-:33].[Na+].O. The yield is 0.738. The product is [C:15]1([C:14]#[C:13][C:9]2[CH:8]=[C:7]([C@@H:5]3[C@@H:4]([C:21]4[NH:33][N:32]=[N:31][N:22]=4)[O:3][C:2](=[O:1])[NH:6]3)[CH:12]=[CH:11][CH:10]=2)[CH:16]=[CH:17][CH:18]=[CH:19][CH:20]=1.